This data is from Catalyst prediction with 721,799 reactions and 888 catalyst types from USPTO. The task is: Predict which catalyst facilitates the given reaction. (1) Reactant: C(OC([NH:11][C@H:12]1[CH2:17][CH2:16][N:15]([C:18]2[CH:19]=[C:20]([C:24]([O:26][CH2:27][CH3:28])=[O:25])[CH:21]=[N:22][CH:23]=2)[CH2:14][C@H:13]1[O:29][CH3:30])=O)C1C=CC=CC=1. Product: [NH2:11][C@H:12]1[CH2:17][CH2:16][N:15]([C:18]2[CH:19]=[C:20]([C:24]([O:26][CH2:27][CH3:28])=[O:25])[CH:21]=[N:22][CH:23]=2)[CH2:14][C@H:13]1[O:29][CH3:30]. The catalyst class is: 719. (2) Reactant: [F:1][C:2]([F:32])([F:31])[C:3]1[CH:4]=[C:5]([CH:24]=[C:25]([C:27]([F:30])([F:29])[F:28])[CH:26]=1)[C:6]([N:8]1[CH2:13][CH2:12][NH:11][CH2:10][C@H:9]1[CH2:14][C:15]1[C:23]2[C:18](=[CH:19][CH:20]=[CH:21][CH:22]=2)[NH:17][CH:16]=1)=[O:7].[CH3:33][C@H:34]1[CH2:39][O:38][CH2:37][C@H:36]([CH3:40])[N:35]1[CH2:41][C:42]#[C:43][CH2:44]Cl.C(=O)([O-])[O-].[K+].[K+]. Product: [F:30][C:27]([F:28])([F:29])[C:25]1[CH:24]=[C:5]([CH:4]=[C:3]([C:2]([F:1])([F:31])[F:32])[CH:26]=1)[C:6]([N:8]1[CH2:13][CH2:12][N:11]([CH2:44][C:43]#[C:42][CH2:41][N:35]2[C@@H:36]([CH3:40])[CH2:37][O:38][CH2:39][C@@H:34]2[CH3:33])[CH2:10][C@H:9]1[CH2:14][C:15]1[C:23]2[C:18](=[CH:19][CH:20]=[CH:21][CH:22]=2)[NH:17][CH:16]=1)=[O:7]. The catalyst class is: 9.